From a dataset of Forward reaction prediction with 1.9M reactions from USPTO patents (1976-2016). Predict the product of the given reaction. (1) Given the reactants [CH2:1]([N:8]1[C:13]([CH2:15][OH:16])([CH3:14])[CH2:12][O:11][CH:10]([CH3:17])[C:9]1=[O:18])[C:2]1[CH:7]=[CH:6][CH:5]=[CH:4][CH:3]=1.N1C=CN=C1.[Si:24](Cl)([C:27]([CH3:30])([CH3:29])[CH3:28])([CH3:26])[CH3:25], predict the reaction product. The product is: [CH2:1]([N:8]1[C:13]([CH2:15][O:16][Si:24]([C:27]([CH3:30])([CH3:29])[CH3:28])([CH3:26])[CH3:25])([CH3:14])[CH2:12][O:11][CH:10]([CH3:17])[C:9]1=[O:18])[C:2]1[CH:3]=[CH:4][CH:5]=[CH:6][CH:7]=1. (2) Given the reactants [OH:1][C:2]1[CH:7]=[C:6]([CH3:8])[O:5][C:4](=[O:9])[C:3]=1[C:10]([OH:12])=[O:11].[CH2:13](O)[CH2:14][CH3:15].CCN=C=NCCCN(C)C.O, predict the reaction product. The product is: [OH:1][C:2]1[CH:7]=[C:6]([CH3:8])[O:5][C:4](=[O:9])[C:3]=1[C:10]([O:12][CH2:13][CH2:14][CH3:15])=[O:11]. (3) Given the reactants [H-].[Na+].[CH3:3][O:4][C:5]1[CH:6]=[CH:7][C:8]([CH2:17][CH:18]([C:24]([O:26][CH2:27][CH3:28])=[O:25])[C:19]([O:21][CH2:22][CH3:23])=[O:20])=[C:9]2[C:14]=1[N:13]([CH3:15])[C:12](=[O:16])[CH:11]=[CH:10]2.[H][H].[Cl:31]N1C(=O)CCC1=O.Cl, predict the reaction product. The product is: [Cl:31][C:18]([CH2:17][C:8]1[CH:7]=[CH:6][C:5]([O:4][CH3:3])=[C:14]2[C:9]=1[CH:10]=[CH:11][C:12](=[O:16])[N:13]2[CH3:15])([C:24]([O:26][CH2:27][CH3:28])=[O:25])[C:19]([O:21][CH2:22][CH3:23])=[O:20]. (4) Given the reactants Br[C:2]1[C:3]([CH2:14][OH:15])=[CH:4][C:5]([NH:8][C:9]([NH:11][CH2:12][CH3:13])=[O:10])=[N:6][CH:7]=1.CC1(C)C(C)(C)OB([C:24]2[CH:25]=[N:26][CH:27]=[C:28]([CH:34]=2)[C:29]([O:31][CH2:32][CH3:33])=[O:30])O1.C(=O)([O-])[O-].[Cs+].[Cs+], predict the reaction product. The product is: [CH2:12]([NH:11][C:9](=[O:10])[NH:8][C:5]1[N:6]=[CH:7][C:2]([C:24]2[CH:25]=[N:26][CH:27]=[C:28]([C:29]([O:31][CH2:32][CH3:33])=[O:30])[CH:34]=2)=[C:3]([CH2:14][OH:15])[CH:4]=1)[CH3:13]. (5) Given the reactants [CH3:1][O:2][C:3]1[C:4]([N+:19]([O-])=O)=[C:5]([N:13]2[CH:17]=[C:16]([CH3:18])[N:15]=[CH:14]2)[CH:6]=[C:7]([C:9]([F:12])([F:11])[F:10])[CH:8]=1.C(O)C.[OH-].[Na+], predict the reaction product. The product is: [CH3:1][O:2][C:3]1[CH:8]=[C:7]([C:9]([F:11])([F:10])[F:12])[CH:6]=[C:5]([N:13]2[CH:17]=[C:16]([CH3:18])[N:15]=[CH:14]2)[C:4]=1[NH2:19]. (6) Given the reactants [CH:1]([C@H:4]1[CH2:8][O:7][C:6](=[O:9])[N:5]1[C:10]1[CH:15]=[CH:14][N:13]=[C:12]([NH:16][C@@H:17]([CH3:22])[C:18](OC)=[O:19])[N:11]=1)([CH3:3])[CH3:2].O.[NH2:24][NH2:25], predict the reaction product. The product is: [CH:1]([C@H:4]1[CH2:8][O:7][C:6](=[O:9])[N:5]1[C:10]1[CH:15]=[CH:14][N:13]=[C:12]([NH:16][C@@H:17]([CH3:22])[C:18]([NH:24][NH2:25])=[O:19])[N:11]=1)([CH3:3])[CH3:2]. (7) Given the reactants [CH3:1][C:2]([CH3:47])([CH3:46])[C@H:3]([NH:32][C:33](=[O:45])[C@@H:34]([N:36]([CH3:44])[C:37](=[O:43])[O:38][C:39]([CH3:42])([CH3:41])[CH3:40])[CH3:35])[C:4]([N:6]1[C@H:15]([C:16](=[O:28])[NH:17][C@H:18]2[C:27]3[C:22](=[CH:23][CH:24]=[CH:25][CH:26]=3)[CH2:21][CH2:20][CH2:19]2)[CH2:14][C:13]2[C:8](=[CH:9][C:10]([N+:29]([O-])=O)=[CH:11][CH:12]=2)[CH2:7]1)=[O:5], predict the reaction product. The product is: [NH2:29][C:10]1[CH:9]=[C:8]2[C:13]([CH2:14][C@@H:15]([C:16](=[O:28])[NH:17][C@H:18]3[C:27]4[C:22](=[CH:23][CH:24]=[CH:25][CH:26]=4)[CH2:21][CH2:20][CH2:19]3)[N:6]([C:4](=[O:5])[C@@H:3]([NH:32][C:33](=[O:45])[C@@H:34]([N:36]([CH3:44])[C:37](=[O:43])[O:38][C:39]([CH3:41])([CH3:42])[CH3:40])[CH3:35])[C:2]([CH3:1])([CH3:46])[CH3:47])[CH2:7]2)=[CH:12][CH:11]=1.